This data is from Forward reaction prediction with 1.9M reactions from USPTO patents (1976-2016). The task is: Predict the product of the given reaction. (1) The product is: [NH2:19][C:22]1[C:23]([NH:28][C:29]2[CH:30]=[CH:31][C:32]([C:35]([O:37][CH2:38][CH3:39])=[O:36])=[N:33][CH:34]=2)=[N:24][CH:25]=[CH:26][CH:27]=1. Given the reactants N1C2C(=NC=CC=2)N(C2C=CC(C(O)=O)=NC=2)N=1.[N+:19]([C:22]1[C:23]([NH:28][C:29]2[CH:30]=[CH:31][C:32]([C:35]([O:37][CH2:38][CH3:39])=[O:36])=[N:33][CH:34]=2)=[N:24][CH:25]=[CH:26][CH:27]=1)([O-])=O, predict the reaction product. (2) Given the reactants [Cl:1][C:2]1[C:7]([CH:8]=[N:9]O)=[C:6]([Cl:11])[N:5]=[CH:4][N:3]=1.O=S(Cl)Cl, predict the reaction product. The product is: [Cl:1][C:2]1[C:7]([C:8]#[N:9])=[C:6]([Cl:11])[N:5]=[CH:4][N:3]=1. (3) Given the reactants [N:1]1[C:9]2[C:4](=[N:5][CH:6]=[CH:7][CH:8]=2)[S:3][C:2]=1[C:10]1[CH:15]=[CH:14][CH:13]=[CH:12][C:11]=1[NH:16][C:17]([C:19]1C=C(OCCN2CCOCC2)C=[C:21]([C:34]2[CH:39]=[CH:38][CH:37]=[CH:36][CH:35]=2)[N:20]=1)=[O:18].[N:40]1([C:46]2[N:51]=C(C3C=CC=CC=3)N=C(C(O)=O)[CH:47]=2)[CH2:45][CH2:44][O:43][CH2:42][CH2:41]1.N1C2C(=NC=CC=2)SC=1C1C=CC=CC=1N, predict the reaction product. The product is: [N:1]1[C:9]2[C:4](=[N:5][CH:6]=[CH:7][CH:8]=2)[S:3][C:2]=1[C:10]1[CH:15]=[CH:14][CH:13]=[CH:12][C:11]=1[NH:16][C:17]([C:19]1[CH:47]=[C:46]([N:40]2[CH2:45][CH2:44][O:43][CH2:42][CH2:41]2)[N:51]=[C:21]([C:34]2[CH:39]=[CH:38][CH:37]=[CH:36][CH:35]=2)[N:20]=1)=[O:18]. (4) The product is: [C:24]([N:26]=[C:27]([N:17]1[CH2:16][CH2:15][N:14]([C:12](=[O:13])[CH2:11][C:5]2[CH:6]=[CH:7][C:8]([O:9][CH3:10])=[C:3]([O:2][CH3:1])[CH:4]=2)[C@@H:19]([CH2:4][CH:5]([CH3:11])[CH3:6])[CH2:18]1)[NH:28][C:29]1[CH:34]=[CH:33][CH:32]=[CH:31][C:30]=1[CH3:35])#[N:25]. Given the reactants [CH3:1][O:2][C:3]1[CH:4]=[C:5]([CH2:11][C:12]([N:14]2[CH2:19][CH2:18][NH:17][C@@H:16](CC(C)C)[CH2:15]2)=[O:13])[CH:6]=[CH:7][C:8]=1[O:9][CH3:10].[C:24]([N:26]=[C:27](OC1C=CC=CC=1)[NH:28][C:29]1[CH:34]=[CH:33][CH:32]=[CH:31][C:30]=1[CH3:35])#[N:25], predict the reaction product. (5) The product is: [Cl:8][C:4]1[CH:3]=[C:2]([NH:1][N+:14]([O-:16])=[O:15])[CH:7]=[CH:6][N:5]=1. Given the reactants [NH2:1][C:2]1[CH:7]=[CH:6][N:5]=[C:4]([Cl:8])[CH:3]=1.S(=O)(=O)(O)O.[N+:14]([O-])([OH:16])=[O:15], predict the reaction product. (6) Given the reactants Br[C:2]1[CH:3]=[C:4]([CH:30]=[CH:31][CH:32]=1)[CH2:5][N:6]1[C:10]([CH3:11])=[CH:9][C:8]([C:12]2[O:16][N:15]=[C:14]([C:17]3[CH:22]=[CH:21][C:20]([C:23]4([C:26]([F:29])([F:28])[F:27])[CH2:25][CH2:24]4)=[CH:19][CH:18]=3)[N:13]=2)=[N:7]1.[C:33]([CH:35]1[CH2:40][CH2:39][NH:38][CH2:37][CH2:36]1)#[N:34], predict the reaction product. The product is: [CH3:11][C:10]1[N:6]([CH2:5][C:4]2[CH:3]=[C:2]([N:38]3[CH2:39][CH2:40][CH:35]([C:33]#[N:34])[CH2:36][CH2:37]3)[CH:32]=[CH:31][CH:30]=2)[N:7]=[C:8]([C:12]2[O:16][N:15]=[C:14]([C:17]3[CH:22]=[CH:21][C:20]([C:23]4([C:26]([F:29])([F:28])[F:27])[CH2:25][CH2:24]4)=[CH:19][CH:18]=3)[N:13]=2)[CH:9]=1. (7) Given the reactants [CH2:1]([O:8][C:9]1[N:14]=[CH:13][C:12]([CH2:15][C:16]2[CH:20]=[C:19]([C:21]3[C:22]([NH2:28])=[N:23][C:24]([NH2:27])=[CH:25][CH:26]=3)[O:18][N:17]=2)=[CH:11][CH:10]=1)[C:2]1[CH:7]=[CH:6][CH:5]=[CH:4][CH:3]=1.[CH2:29]([O:31][C:32](=[O:35])[CH:33]=O)[CH3:30].N1C=CC=CC=1C.B.C(=O)([O-])O.[Na+], predict the reaction product. The product is: [CH2:29]([O:31][C:32](=[O:35])[CH2:33][NH:27][C:24]1[CH:25]=[CH:26][C:21]([C:19]2[O:18][N:17]=[C:16]([CH2:15][C:12]3[CH:13]=[N:14][C:9]([O:8][CH2:1][C:2]4[CH:7]=[CH:6][CH:5]=[CH:4][CH:3]=4)=[CH:10][CH:11]=3)[CH:20]=2)=[C:22]([NH2:28])[N:23]=1)[CH3:30]. (8) Given the reactants [CH3:1][O:2][C:3]1[C:8]([N+:9]([O-])=O)=[CH:7][N:6]=[C:5]([C:12]2[CH2:17][CH2:16][N:15]([C:18]([O:20][C:21]([CH3:24])([CH3:23])[CH3:22])=[O:19])[CH2:14][CH:13]=2)[CH:4]=1, predict the reaction product. The product is: [NH2:9][C:8]1[C:3]([O:2][CH3:1])=[CH:4][C:5]([CH:12]2[CH2:17][CH2:16][N:15]([C:18]([O:20][C:21]([CH3:22])([CH3:23])[CH3:24])=[O:19])[CH2:14][CH2:13]2)=[N:6][CH:7]=1.